Task: Predict the reaction yield, written as a fraction of the theoretical maximum amount of product (1.0 means a 100% yield; for example, 0.34 means a 34% yield).. Dataset: Reaction yield outcomes from USPTO patents with 853,638 reactions (1) The reactants are Br[C:2]1[C:3]([N:23]([CH3:28])[S:24]([CH3:27])(=[O:26])=[O:25])=[CH:4][C:5]2[O:9][C:8]([C:10]3[CH:15]=[CH:14][C:13]([C:16]#[N:17])=[CH:12][CH:11]=3)=[C:7]([C:18]([NH:20][CH3:21])=[O:19])[C:6]=2[CH:22]=1.[CH3:29][C:30]1([CH3:46])[C:34]([CH3:36])([CH3:35])[O:33][B:32]([B:32]2[O:33][C:34]([CH3:36])([CH3:35])[C:30]([CH3:46])([CH3:29])[O:31]2)[O:31]1.CC([O-])=O.[K+]. The catalyst is O1CCOCC1.O.C1C=CC(P(C2C=CC=CC=2)[C-]2C=CC=C2)=CC=1.C1C=CC(P(C2C=CC=CC=2)[C-]2C=CC=C2)=CC=1.Cl[Pd]Cl.[Fe+2]. The product is [C:16]([C:13]1[CH:14]=[CH:15][C:10]([C:8]2[O:9][C:5]3[CH:4]=[C:3]([N:23]([CH3:28])[S:24]([CH3:27])(=[O:26])=[O:25])[C:2]([B:32]4[O:33][C:34]([CH3:36])([CH3:35])[C:30]([CH3:46])([CH3:29])[O:31]4)=[CH:22][C:6]=3[C:7]=2[C:18]([NH:20][CH3:21])=[O:19])=[CH:11][CH:12]=1)#[N:17]. The yield is 0.520. (2) The reactants are [CH3:1][N:2]([CH:10]1[CH2:15][CH2:14][N:13]([CH3:16])[CH2:12][CH2:11]1)[C:3]1[CH:8]=[CH:7][CH:6]=[C:5]([NH2:9])[N:4]=1.[Cl:17][C:18]1[CH:26]=[C:25]([F:27])[CH:24]=[CH:23][C:19]=1[C:20](Cl)=[O:21]. The catalyst is N1C=CC=CC=1. The product is [ClH:17].[Cl:17][C:18]1[CH:26]=[C:25]([F:27])[CH:24]=[CH:23][C:19]=1[C:20]([NH:9][C:5]1[CH:6]=[CH:7][CH:8]=[C:3]([N:2]([CH3:1])[CH:10]2[CH2:15][CH2:14][N:13]([CH3:16])[CH2:12][CH2:11]2)[N:4]=1)=[O:21]. The yield is 0.490. (3) The reactants are [N:1]1[CH:6]=[CH:5][CH:4]=[CH:3][C:2]=1[NH2:7].Cl[CH:9]([C:15](=O)[CH3:16])[C:10]([O:12]CC)=[O:11]. The catalyst is C(O)C. The product is [CH3:16][C:15]1[N:7]=[C:2]2[CH:3]=[CH:4][CH:5]=[CH:6][N:1]2[C:9]=1[C:10]([OH:12])=[O:11]. The yield is 0.440. (4) The reactants are [CH2:1]([O:3][C@@H:4]1[CH2:8][N:7]([C:9](=[O:19])[C@H:10]([CH:16]([CH3:18])[CH3:17])[NH:11][C:12]([O:14][CH3:15])=[O:13])[C@H:6]([C:20]2[NH:24][C:23]3[C:25]4[C:30]([CH:31]=[CH:32][C:22]=3[N:21]=2)=[CH:29][C:28]2[C:33]3[C:38]([CH2:39][O:40][C:27]=2[CH:26]=4)=[CH:37][C:36]([C:41]2[NH:45][C:44]([C@@H:46]4[CH2:50][CH2:49][CH2:48][N:47]4[C:51](OC(C)(C)C)=[O:52])=[N:43][CH:42]=2)=[CH:35][CH:34]=3)[CH2:5]1)[CH3:2].Cl.[CH3:59][O:60][C:61]([NH:63][C@H:64]([C:68]1[CH:73]=[CH:72][CH:71]=[CH:70][CH:69]=1)C(O)=O)=[O:62].CCN(C(C)C)C(C)C.CCOC(C(C#N)=NOC(N1CCOCC1)=[N+](C)C)=O.F[P-](F)(F)(F)(F)F. The catalyst is C(Cl)Cl.CO.CN(C=O)C. The product is [CH2:1]([O:3][C@@H:4]1[CH2:8][N:7]([C:9](=[O:19])[C@@H:10]([NH:11][C:12]([O:14][CH3:15])=[O:13])[CH:16]([CH3:18])[CH3:17])[C@H:6]([C:20]2[NH:24][C:23]3[C:25]4[C:30]([CH:31]=[CH:32][C:22]=3[N:21]=2)=[CH:29][C:28]2[C:33]3[C:38]([CH2:39][O:40][C:27]=2[CH:26]=4)=[CH:37][C:36]([C:41]2[NH:45][C:44]([C@@H:46]4[CH2:50][CH2:49][CH2:48][N:47]4[C:51](=[O:52])[C@H:64]([NH:63][C:61](=[O:62])[O:60][CH3:59])[C:68]4[CH:73]=[CH:72][CH:71]=[CH:70][CH:69]=4)=[N:43][CH:42]=2)=[CH:35][CH:34]=3)[CH2:5]1)[CH3:2]. The yield is 0.180.